From a dataset of Full USPTO retrosynthesis dataset with 1.9M reactions from patents (1976-2016). Predict the reactants needed to synthesize the given product. Given the product [CH:1]1([NH:6][C:7]2[CH:8]=[C:9]([CH2:24][S:25]([CH3:28])(=[O:27])=[O:26])[CH:10]=[C:11]3[C:15]=2[NH:14][C:13]([C:16]2[S:17][CH2:18][C@@H:19]([CH2:21][CH2:22][I:29])[N:20]=2)=[CH:12]3)[CH2:5][CH2:4][CH2:3][CH2:2]1, predict the reactants needed to synthesize it. The reactants are: [CH:1]1([NH:6][C:7]2[CH:8]=[C:9]([CH2:24][S:25]([CH3:28])(=[O:27])=[O:26])[CH:10]=[C:11]3[C:15]=2[NH:14][C:13]([C:16]2[S:17][CH2:18][C@@H:19]([CH2:21][CH2:22]O)[N:20]=2)=[CH:12]3)[CH2:5][CH2:4][CH2:3][CH2:2]1.[I:29]I.C1(P(C2C=CC=CC=2)C2C=CC=CC=2)C=CC=CC=1.N1C=CN=C1.